From a dataset of Forward reaction prediction with 1.9M reactions from USPTO patents (1976-2016). Predict the product of the given reaction. Given the reactants [F:1][CH:2]([CH2:26][CH2:27][C@H:28]([N:31]([CH2:44][CH2:45][CH:46]([CH3:48])[CH3:47])[S:32]([C:35]1[CH:40]=[CH:39][C:38]([N+:41]([O-])=O)=[CH:37][CH:36]=1)(=[O:34])=[O:33])[CH2:29][OH:30])[CH2:3][NH:4][C:5](=[O:25])[C@H:6]([CH:12]([C:19]1[CH:24]=[CH:23][CH:22]=[CH:21][CH:20]=1)[C:13]1[CH:18]=[CH:17][CH:16]=[CH:15][CH:14]=1)[NH:7][C:8]([O:10][CH3:11])=[O:9], predict the reaction product. The product is: [NH2:41][C:38]1[CH:37]=[CH:36][C:35]([S:32]([N:31]([CH2:44][CH2:45][CH:46]([CH3:48])[CH3:47])[C@H:28]([CH2:29][OH:30])[CH2:27][CH2:26][CH:2]([F:1])[CH2:3][NH:4][C:5](=[O:25])[C@H:6]([CH:12]([C:13]2[CH:18]=[CH:17][CH:16]=[CH:15][CH:14]=2)[C:19]2[CH:20]=[CH:21][CH:22]=[CH:23][CH:24]=2)[NH:7][C:8]([O:10][CH3:11])=[O:9])(=[O:33])=[O:34])=[CH:40][CH:39]=1.